Dataset: Reaction yield outcomes from USPTO patents with 853,638 reactions. Task: Predict the reaction yield, written as a fraction of the theoretical maximum amount of product (1.0 means a 100% yield; for example, 0.34 means a 34% yield). (1) The reactants are C[O:2][C:3](=[O:36])[CH2:4][C:5]1[CH:10]=[CH:9][CH:8]=[C:7]([O:11][CH2:12][CH2:13][CH2:14][N:15]([CH2:24][C:25]2[CH:30]=[CH:29][CH:28]=[C:27]([C:31]([F:34])([F:33])[F:32])[C:26]=2[Cl:35])[CH2:16][CH:17]([C:19]2[S:20][CH:21]=[CH:22][CH:23]=2)[CH3:18])[CH:6]=1.[Li+].[OH-].CC(O)=O.C(OCC)(=O)C. The catalyst is C1COCC1.O. The product is [ClH:35].[Cl:35][C:26]1[C:27]([C:31]([F:34])([F:32])[F:33])=[CH:28][CH:29]=[CH:30][C:25]=1[CH2:24][N:15]([CH2:16][CH:17]([C:19]1[S:20][CH:21]=[CH:22][CH:23]=1)[CH3:18])[CH2:14][CH2:13][CH2:12][O:11][C:7]1[CH:6]=[C:5]([CH2:4][C:3]([OH:36])=[O:2])[CH:10]=[CH:9][CH:8]=1. The yield is 0.580. (2) The reactants are [CH2:1]([CH:3]1[C:16]2[C:11](=[CH:12][CH:13]=[C:14]([F:17])[CH:15]=2)[C:10]2[CH:9]=[CH:8][CH:7]=[CH:6][C:5]=2[N:4]1[S:18]([C:21]1[CH:26]=[CH:25][C:24]([O:27]C)=[C:23]([Cl:29])[CH:22]=1)(=[O:20])=[O:19])[CH3:2].B(Cl)(Cl)Cl.ClCCl. The catalyst is [I-].C([N+](CCCC)(CCCC)CCCC)CCC. The product is [Cl:29][C:23]1[CH:22]=[C:21]([S:18]([N:4]2[CH:3]([CH2:1][CH3:2])[C:16]3[C:11](=[CH:12][CH:13]=[C:14]([F:17])[CH:15]=3)[C:10]3[CH:9]=[CH:8][CH:7]=[CH:6][C:5]2=3)(=[O:19])=[O:20])[CH:26]=[CH:25][C:24]=1[OH:27]. The yield is 0.410. (3) The reactants are [H-].[Na+].[CH2:3]([C@@:6]1([C:28]2[CH:33]=[CH:32][C:31]([F:34])=[CH:30][CH:29]=2)[O:11][C:10](=[O:12])[N:9]([C@H:13]([C:15]2[CH:20]=[CH:19][C:18]([C:21]3[CH:26]=[CH:25][C:24](=[O:27])[NH:23][CH:22]=3)=[CH:17][CH:16]=2)[CH3:14])[CH2:8][CH2:7]1)[CH:4]=[CH2:5].[CH3:35]I. The catalyst is C1COCC1. The product is [CH2:3]([C@@:6]1([C:28]2[CH:33]=[CH:32][C:31]([F:34])=[CH:30][CH:29]=2)[O:11][C:10](=[O:12])[N:9]([C@H:13]([C:15]2[CH:16]=[CH:17][C:18]([C:21]3[CH:26]=[CH:25][C:24](=[O:27])[N:23]([CH3:35])[CH:22]=3)=[CH:19][CH:20]=2)[CH3:14])[CH2:8][CH2:7]1)[CH:4]=[CH2:5]. The yield is 0.690. (4) The yield is 0.970. The product is [C:1]([O:5][C:6]([NH:8][C:9]1[C:10]2[C:11]3[C:12](=[N:24][N:25]([CH2:27][C:28]4[C:33]([CH3:34])=[C:32]([O:35][CH3:36])[C:31]([CH3:37])=[CH:30][N:29]=4)[N:26]=2)[CH:13]=[C:14]([CH2:19][C:20]([OH:22])=[O:21])[C:15]=3[CH2:16][S:17][N:18]=1)=[O:7])([CH3:2])([CH3:4])[CH3:3]. The catalyst is CO. The reactants are [C:1]([O:5][C:6]([N:8](C(OC(C)(C)C)=O)[C:9]1[C:10]2[C:11]3[C:12](=[N:24][N:25]([CH2:27][C:28]4[C:33]([CH3:34])=[C:32]([O:35][CH3:36])[C:31]([CH3:37])=[CH:30][N:29]=4)[N:26]=2)[CH:13]=[C:14]([CH2:19][C:20]([O:22]C)=[O:21])[C:15]=3[CH2:16][S:17][N:18]=1)=[O:7])([CH3:4])([CH3:3])[CH3:2].[OH-].[Na+].Cl. (5) The reactants are [C:1]1([CH2:7][CH:8]=O)[CH:6]=[CH:5][CH:4]=[CH:3][CH:2]=1.[C:10]1([CH2:16][CH2:17][NH2:18])[CH:15]=[CH:14][CH:13]=[CH:12][CH:11]=1.C(O[BH-](OC(=O)C)OC(=O)C)(=O)C.[Na+]. The catalyst is C1COCC1. The product is [CH2:8]([NH:18][CH2:17][CH2:16][C:10]1[CH:15]=[CH:14][CH:13]=[CH:12][CH:11]=1)[CH2:7][C:1]1[CH:6]=[CH:5][CH:4]=[CH:3][CH:2]=1. The yield is 0.110. (6) The reactants are [NH2:1][C:2]1[N:7]=[C:6]([O:8][CH2:9][C:10]([F:13])([F:12])[F:11])[CH:5]=[C:4]([O:14][CH2:15][C:16]([F:19])([F:18])[F:17])[N:3]=1.[C:20](Cl)(Cl)=[S:21]. The catalyst is O1CCOCC1. The product is [F:11][C:10]([F:12])([F:13])[CH2:9][O:8][C:6]1[CH:5]=[C:4]([O:14][CH2:15][C:16]([F:19])([F:17])[F:18])[N:3]=[C:2]([N:1]=[C:20]=[S:21])[N:7]=1. The yield is 0.600. (7) The reactants are [F:1][C:2]1[CH:13]=[CH:12][C:11]([N+:14]([O-:16])=[O:15])=[CH:10][C:3]=1[C:4]([NH:6][CH2:7][CH2:8][OH:9])=[O:5].CC1C=CC(S(O)(=O)=O)=CC=1.[O:28]1[CH:33]=[CH:32][CH2:31][CH2:30][CH2:29]1. The catalyst is C(Cl)Cl. The product is [F:1][C:2]1[CH:13]=[CH:12][C:11]([N+:14]([O-:16])=[O:15])=[CH:10][C:3]=1[C:4]([NH:6][CH2:7][CH2:8][O:9][CH:29]1[CH2:30][CH2:31][CH2:32][CH2:33][O:28]1)=[O:5]. The yield is 0.720.